This data is from Catalyst prediction with 721,799 reactions and 888 catalyst types from USPTO. The task is: Predict which catalyst facilitates the given reaction. (1) Product: [F:28][C:2]([F:1])([F:29])[C:3]1[CH:4]=[C:5]([C:13]2[N:17]=[CH:16][N:15](/[CH:18]=[C:19](/[Br:26])\[C:20]([O:22][CH:23]([CH3:24])[CH3:25])=[O:21])[N:14]=2)[CH:6]=[C:7]([C:9]([F:10])([F:11])[F:12])[CH:8]=1. The catalyst class is: 30. Reactant: [F:1][C:2]([F:29])([F:28])[C:3]1[CH:4]=[C:5]([C:13]2[N:17]=[CH:16][N:15]([CH:18](Br)[CH:19]([Br:26])[C:20]([O:22][CH:23]([CH3:25])[CH3:24])=[O:21])[N:14]=2)[CH:6]=[C:7]([C:9]([F:12])([F:11])[F:10])[CH:8]=1.C(N(CC)CC)C. (2) Reactant: [NH2:1][C:2]1[S:3][C:4]([CH3:17])=[C:5]([CH3:16])[C:6]=1[C:7]([C:9]1[CH:14]=[CH:13][C:12]([Cl:15])=[CH:11][CH:10]=1)=[O:8].C(N(CC)CC)C.[Br:25][C:26]([CH3:31])([CH3:30])[C:27](Br)=[O:28]. Product: [Br:25][C:26]([CH3:31])([CH3:30])[C:27]([NH:1][C:2]1[S:3][C:4]([CH3:17])=[C:5]([CH3:16])[C:6]=1[C:7](=[O:8])[C:9]1[CH:14]=[CH:13][C:12]([Cl:15])=[CH:11][CH:10]=1)=[O:28]. The catalyst class is: 4. (3) Reactant: [CH3:1][C:2]1([CH3:18])[C:6]([CH3:8])([CH3:7])[O:5][B:4]([C:9]2[CH:17]=[CH:16][C:12]([C:13]([OH:15])=O)=[CH:11][CH:10]=2)[O:3]1.Cl.[CH3:20][NH:21][O:22][CH3:23].CCN=C=NCCCN(C)C.C1C=CC2N(O)N=NC=2C=1. Product: [CH3:23][O:22][N:21]([CH3:20])[C:13](=[O:15])[C:12]1[CH:11]=[CH:10][C:9]([B:4]2[O:5][C:6]([CH3:7])([CH3:8])[C:2]([CH3:1])([CH3:18])[O:3]2)=[CH:17][CH:16]=1. The catalyst class is: 18. (4) Reactant: CC([Si](C)(C)[O:6][C@H:7]1[CH2:12][CH2:11][C@H:10]([C:13]([O:15][CH2:16][CH3:17])=[O:14])[CH2:9][CH2:8]1)(C)C.[SiH](CC)(CC)[CH2:21][CH3:22].C(=O)C.C([O-])(O)=O.[Na+]. Product: [CH2:21]([O:6][C@H:7]1[CH2:8][CH2:9][C@H:10]([C:13]([O:15][CH2:16][CH3:17])=[O:14])[CH2:11][CH2:12]1)[CH3:22]. The catalyst class is: 23.